The task is: Predict the reactants needed to synthesize the given product.. This data is from Full USPTO retrosynthesis dataset with 1.9M reactions from patents (1976-2016). Given the product [CH3:47][O:46][C:44]([C:26]1[CH:25]=[CH:24][C:3]([CH2:4][N:5]2[CH2:9][CH2:8][N:7]([CH:10]3[CH2:15][CH2:14][N:13]([C:16]([O:18][C:19]([CH3:22])([CH3:21])[CH3:20])=[O:17])[CH2:12][CH2:11]3)[C:6]2=[O:23])=[CH:2][CH:27]=1)=[O:45], predict the reactants needed to synthesize it. The reactants are: F[C:2]1[CH:27]=[C:26](S(C)(=O)=O)[C:25](F)=[CH:24][C:3]=1[CH2:4][N:5]1[CH2:9][CH2:8][N:7]([CH:10]2[CH2:15][CH2:14][N:13]([C:16]([O:18][C:19]([CH3:22])([CH3:21])[CH3:20])=[O:17])[CH2:12][CH2:11]2)[C:6]1=[O:23].BrC1C(F)=CC(C=O)=C(F)C=1.[CH:44]([O:46][C:47](C)(C)C)=[O:45].